From a dataset of Cav3 T-type calcium channel HTS with 100,875 compounds. Binary Classification. Given a drug SMILES string, predict its activity (active/inactive) in a high-throughput screening assay against a specified biological target. The compound is O=C1N(CCC1)CCCNC(=O)c1oc2c(c(=O)c1)cccc2. The result is 0 (inactive).